From a dataset of Reaction yield outcomes from USPTO patents with 853,638 reactions. Predict the reaction yield, written as a fraction of the theoretical maximum amount of product (1.0 means a 100% yield; for example, 0.34 means a 34% yield). The reactants are [CH2:1]([O:3][C:4]1[CH:5]=[C:6]([CH2:18][OH:19])[CH:7]=[C:8]([O:15][CH2:16][CH3:17])[C:9]=1[N:10]1[CH:14]=[CH:13][CH:12]=[CH:11]1)[CH3:2]. The catalyst is C1(C)C=CC=CC=1.O=[Mn]=O. The product is [CH2:16]([O:15][C:8]1[CH:7]=[C:6]([CH:5]=[C:4]([O:3][CH2:1][CH3:2])[C:9]=1[N:10]1[CH:14]=[CH:13][CH:12]=[CH:11]1)[CH:18]=[O:19])[CH3:17]. The yield is 0.890.